This data is from Full USPTO retrosynthesis dataset with 1.9M reactions from patents (1976-2016). The task is: Predict the reactants needed to synthesize the given product. (1) Given the product [Si:18]([O:17][CH2:16][C@H:12]1[CH2:13][CH2:14][CH2:15][N:11]1[S:8]([C:5]1[CH:6]=[CH:7][C:2]([B:25]([OH:30])[OH:26])=[CH:3][CH:4]=1)(=[O:10])=[O:9])([C:21]([CH3:24])([CH3:23])[CH3:22])([CH3:20])[CH3:19], predict the reactants needed to synthesize it. The reactants are: Br[C:2]1[CH:7]=[CH:6][C:5]([S:8]([N:11]2[CH2:15][CH2:14][CH2:13][CH:12]2[CH2:16][O:17][Si:18]([C:21]([CH3:24])([CH3:23])[CH3:22])([CH3:20])[CH3:19])(=[O:10])=[O:9])=[CH:4][CH:3]=1.[B:25](OC(C)C)([O:30]C(C)C)[O:26]C(C)C.[Li]CCCC.Cl. (2) The reactants are: [O:1]=[C:2]1[C:10]2[C:5](=[CH:6][CH:7]=[CH:8][CH:9]=2)[CH:4]([C:11]([OH:13])=O)[NH:3]1.[C:14]1([C:20]2([C:30]3[CH:35]=[CH:34][CH:33]=[CH:32][CH:31]=3)[CH:24]3[CH2:25][NH:26][CH2:27][CH2:28][N:23]3[C:22](=[O:29])[O:21]2)[CH:19]=[CH:18][CH:17]=[CH:16][CH:15]=1. Given the product [O:1]=[C:2]1[C:10]2[C:5](=[CH:6][CH:7]=[CH:8][CH:9]=2)[CH:4]([C:11]([N:26]2[CH2:27][CH2:28][N:23]3[C:22](=[O:29])[O:21][C:20]([C:30]4[CH:31]=[CH:32][CH:33]=[CH:34][CH:35]=4)([C:14]4[CH:19]=[CH:18][CH:17]=[CH:16][CH:15]=4)[CH:24]3[CH2:25]2)=[O:13])[NH:3]1, predict the reactants needed to synthesize it. (3) The reactants are: [CH3:1][S:2][C:3]1[N:7]([C:8]2[S:12][C:11]([C:13]([O:15]C)=O)=[C:10]([O:17][CH2:18][C:19]3[CH:24]=[CH:23][CH:22]=[CH:21][C:20]=3[C:25]([F:28])([F:27])[F:26])[CH:9]=2)[C:6]2[CH:29]=[CH:30][CH:31]=[CH:32][C:5]=2[N:4]=1.[NH3:33].CO. Given the product [CH3:1][S:2][C:3]1[N:7]([C:8]2[S:12][C:11]([C:13]([NH2:33])=[O:15])=[C:10]([O:17][CH2:18][C:19]3[CH:24]=[CH:23][CH:22]=[CH:21][C:20]=3[C:25]([F:26])([F:28])[F:27])[CH:9]=2)[C:6]2[CH:29]=[CH:30][CH:31]=[CH:32][C:5]=2[N:4]=1, predict the reactants needed to synthesize it. (4) Given the product [Cl:1][C:2]1[CH:7]=[CH:6][C:5]([C@@H:8]([C:9]2[CH:10]=[CH:11][CH:12]=[CH:13][CH:14]=2)[N:15]2[CH2:16][CH2:17][N:18]([CH2:36][CH2:22][CH2:23][O:24][C:25]3[CH:30]=[CH:29][C:28]([C:31]#[C:32][CH2:33][CH2:34][OH:35])=[CH:27][CH:26]=3)[CH2:19][CH2:20]2)=[CH:4][CH:3]=1, predict the reactants needed to synthesize it. The reactants are: [Cl:1][C:2]1[CH:7]=[CH:6][C:5]([C@H:8]([N:15]2[CH2:20][CH2:19][NH:18][CH2:17][CH2:16]2)[C:9]2[CH:14]=[CH:13][CH:12]=[CH:11][CH:10]=2)=[CH:4][CH:3]=1.Br[CH:22]([CH3:36])[CH2:23][O:24][C:25]1[CH:30]=[CH:29][C:28]([C:31]#[C:32][CH2:33][CH2:34][OH:35])=[CH:27][CH:26]=1.CCN(CC)CC.